This data is from Reaction yield outcomes from USPTO patents with 853,638 reactions. The task is: Predict the reaction yield, written as a fraction of the theoretical maximum amount of product (1.0 means a 100% yield; for example, 0.34 means a 34% yield). (1) The reactants are [CH3:1][C:2]1[CH:7]=[CH:6][C:5]([S:8]([CH3:11])(=[O:10])=[O:9])=[CH:4][C:3]=1[C:12]1[C:13]2[CH:20]=[C:19]([CH:21]=[O:22])[CH:18]=[CH:17][C:14]=2[S:15][CH:16]=1.[BH4-].[Na+]. The catalyst is CO. The product is [CH3:1][C:2]1[CH:7]=[CH:6][C:5]([S:8]([CH3:11])(=[O:10])=[O:9])=[CH:4][C:3]=1[C:12]1[C:13]2[CH:20]=[C:19]([CH2:21][OH:22])[CH:18]=[CH:17][C:14]=2[S:15][CH:16]=1. The yield is 0.330. (2) The reactants are [CH:1]([C:3]1[CH:18]=[CH:17][C:6]([O:7][C:8]2[CH:9]=[CH:10][C:11]([C:14]([NH2:16])=[O:15])=[N:12][CH:13]=2)=[CH:5][CH:4]=1)=O.[CH:19]1[C:28]2[C:23](=[CH:24][CH:25]=[CH:26][CH:27]=2)[CH:22]=[CH:21][C:20]=1[CH2:29][CH2:30][NH2:31]. No catalyst specified. The product is [CH:19]1[C:28]2[C:23](=[CH:24][CH:25]=[CH:26][CH:27]=2)[CH:22]=[CH:21][C:20]=1[CH2:29][CH2:30][NH:31][CH2:1][C:3]1[CH:18]=[CH:17][C:6]([O:7][C:8]2[CH:9]=[CH:10][C:11]([C:14]([NH2:16])=[O:15])=[N:12][CH:13]=2)=[CH:5][CH:4]=1. The yield is 0.503. (3) The reactants are Br[C:2]1[N:7]=[C:6]([C:8]([O:10][CH3:11])=[O:9])[CH:5]=[CH:4][C:3]=1[F:12].[F:13][C:14]1[CH:15]=[C:16]([C:30]([CH3:39])([CH3:38])[C:31]([O:33][C:34]([CH3:37])([CH3:36])[CH3:35])=[O:32])[CH:17]=[C:18]([F:29])[C:19]=1B1OC(C)(C)C(C)(C)O1. No catalyst specified. The product is [C:34]([O:33][C:31](=[O:32])[C:30]([C:16]1[CH:15]=[C:14]([F:13])[C:19]([C:2]2[N:7]=[C:6]([C:8]([O:10][CH3:11])=[O:9])[CH:5]=[CH:4][C:3]=2[F:12])=[C:18]([F:29])[CH:17]=1)([CH3:39])[CH3:38])([CH3:35])([CH3:36])[CH3:37]. The yield is 0.730.